From a dataset of Catalyst prediction with 721,799 reactions and 888 catalyst types from USPTO. Predict which catalyst facilitates the given reaction. Reactant: [C:1]([C:3]1[C:8]([CH2:9][CH2:10][C:11]([O:13][C:14]([CH3:17])([CH3:16])[CH3:15])=[O:12])=[CH:7][CH:6]=[C:5]([C:18]#[N:19])[N:4]=1)#[N:2].[C:20](OC)(=[O:28])[C:21]1[C:22](=[CH:24][CH:25]=[CH:26][CH:27]=1)[SH:23].C(N(CC)CC)C. Product: [C:1]([C:3]1[C:8]([CH2:9][CH2:10][C:11]([O:13][C:14]([CH3:16])([CH3:15])[CH3:17])=[O:12])=[CH:7][CH:6]=[C:5]([C:18]2[S:23][C:22]3[CH:24]=[CH:25][CH:26]=[CH:27][C:21]=3[C:20](=[O:28])[N:19]=2)[N:4]=1)#[N:2]. The catalyst class is: 11.